From a dataset of Reaction yield outcomes from USPTO patents with 853,638 reactions. Predict the reaction yield, written as a fraction of the theoretical maximum amount of product (1.0 means a 100% yield; for example, 0.34 means a 34% yield). (1) The reactants are Cl[C:2]1[CH:11]=[CH:10][CH:9]=[C:8]2[C:3]=1[CH:4]=[CH:5][C:6]([C:12]1[C:17]3[O:18][C:19]4[C:24]([C:16]=3[CH:15]=[C:14]([CH3:26])[CH:13]=1)=[CH:23][CH:22]=[C:21]([CH3:25])[N:20]=4)=[N:7]2.[CH2:27](B(O)O)[CH:28]([CH3:30])[CH3:29].[O-]P([O-])([O-])=O.[K+].[K+].[K+]. The catalyst is C1(C)C=CC=CC=1.O.C1C=CC(/C=C/C(/C=C/C2C=CC=CC=2)=O)=CC=1.C1C=CC(/C=C/C(/C=C/C2C=CC=CC=2)=O)=CC=1.C1C=CC(/C=C/C(/C=C/C2C=CC=CC=2)=O)=CC=1.[Pd].[Pd].C1(P(C2CCCCC2)C2C=CC=CC=2C2C(OC)=CC=CC=2OC)CCCCC1. The product is [CH2:27]([C:2]1[CH:11]=[CH:10][CH:9]=[C:8]2[C:3]=1[CH:4]=[CH:5][C:6]([C:12]1[C:17]3[O:18][C:19]4[C:24]([C:16]=3[CH:15]=[C:14]([CH3:26])[CH:13]=1)=[CH:23][CH:22]=[C:21]([CH3:25])[N:20]=4)=[N:7]2)[CH:28]([CH3:30])[CH3:29]. The yield is 0.890. (2) The reactants are [NH2:1][C:2]1[C:3]([C:25]([O:27]C)=O)=[N:4][C:5]([C:9]2[CH:14]=[CH:13][CH:12]=[C:11]([C:15]#[C:16][C@:17]3([OH:24])[CH2:21][CH2:20][N:19]([CH3:22])[C:18]3=[O:23])[CH:10]=2)=[C:6]([F:8])[CH:7]=1.[NH3:29]. No catalyst specified. The product is [NH2:1][C:2]1[C:3]([C:25]([NH2:29])=[O:27])=[N:4][C:5]([C:9]2[CH:14]=[CH:13][CH:12]=[C:11]([C:15]#[C:16][C@:17]3([OH:24])[CH2:21][CH2:20][N:19]([CH3:22])[C:18]3=[O:23])[CH:10]=2)=[C:6]([F:8])[CH:7]=1. The yield is 0.540. (3) The reactants are [CH3:1][O:2][C:3]([C:5]1[C:6]([CH3:15])=[CH:7][C:8]([CH3:14])=[C:9]([CH:13]=1)[C:10](O)=[O:11])=[O:4].C(Cl)(=O)C([Cl:19])=O. The catalyst is ClCCl. The product is [Cl:19][C:10]([C:9]1[C:8]([CH3:14])=[CH:7][C:6]([CH3:15])=[C:5]([CH:13]=1)[C:3]([O:2][CH3:1])=[O:4])=[O:11]. The yield is 0.740. (4) The reactants are [Cl:1][C:2]1[N:7]=[C:6](Cl)[C:5]([Cl:9])=[CH:4][N:3]=1.[NH2:10][CH:11]1[CH2:25][CH:14]2[CH2:15][N:16]([C:18]([O:20][C:21]([CH3:24])([CH3:23])[CH3:22])=[O:19])[CH2:17][CH:13]2[CH2:12]1.CCN(CC)CC. The catalyst is CCO. The product is [Cl:1][C:2]1[N:7]=[C:6]([NH:10][CH:11]2[CH2:25][CH:14]3[CH2:15][N:16]([C:18]([O:20][C:21]([CH3:23])([CH3:22])[CH3:24])=[O:19])[CH2:17][CH:13]3[CH2:12]2)[C:5]([Cl:9])=[CH:4][N:3]=1. The yield is 1.00. (5) The yield is 1.00. The reactants are C([O:5][C:6](=[O:42])[CH2:7][N:8]([CH:21]1[CH2:29][CH2:28][C:27]2[C:23](=[CH:24][N:25]([C:30]3[C:39]4[C:34](=[CH:35][CH:36]=[C:37]([O:40][CH3:41])[N:38]=4)[N:33]=[CH:32][CH:31]=3)[N:26]=2)[CH2:22]1)[CH2:9][C:10]1[CH:11]=[CH:12][C:13]2[S:18][CH2:17][C:16](=[O:19])[NH:15][C:14]=2[CH:20]=1)(C)(C)C. The product is [CH3:41][O:40][C:37]1[N:38]=[C:39]2[C:34](=[CH:35][CH:36]=1)[N:33]=[CH:32][CH:31]=[C:30]2[N:25]1[CH:24]=[C:23]2[C:27]([CH2:28][CH2:29][CH:21]([N:8]([CH2:7][C:6]([OH:42])=[O:5])[CH2:9][C:10]3[CH:11]=[CH:12][C:13]4[S:18][CH2:17][C:16](=[O:19])[NH:15][C:14]=4[CH:20]=3)[CH2:22]2)=[N:26]1. The catalyst is Cl.CCOCC.